From a dataset of Forward reaction prediction with 1.9M reactions from USPTO patents (1976-2016). Predict the product of the given reaction. (1) Given the reactants Br[C:2]1[C:7]([F:8])=[CH:6][C:5]([NH:9][C:10]2[N:14]=[C:13]([NH2:15])[NH:12][N:11]=2)=[CH:4][C:3]=1[Cl:16].[CH:17]([S:20]([C:23]1[CH:28]=[CH:27][C:26](B(O)O)=[CH:25][CH:24]=1)(=[O:22])=[O:21])([CH3:19])[CH3:18].C(=O)([O-])[O-].[Na+].[Na+].O, predict the reaction product. The product is: [Cl:16][C:3]1[CH:4]=[C:5]([NH:9][C:10]2[N:14]=[C:13]([NH2:15])[NH:12][N:11]=2)[CH:6]=[C:7]([F:8])[C:2]=1[C:26]1[CH:25]=[CH:24][C:23]([S:20]([CH:17]([CH3:19])[CH3:18])(=[O:22])=[O:21])=[CH:28][CH:27]=1. (2) Given the reactants [C:1]([C:3]1[C:12]2[C:7](=[CH:8][CH:9]=[C:10]([O:13][C:14]3[CH:19]=[CH:18][CH:17]=[CH:16][CH:15]=3)[CH:11]=2)[C:6]([OH:20])=[C:5]([C:21]([NH:23][C@H:24]([CH2:31][C:32]2[CH:37]=[CH:36][CH:35]=[CH:34][CH:33]=2)[C@@H:25]([OH:30])[C:26]([O:28]C)=[O:27])=[O:22])[N:4]=1)#[N:2].O.CCOC(C)=O.Cl, predict the reaction product. The product is: [C:1]([C:3]1[C:12]2[C:7](=[CH:8][CH:9]=[C:10]([O:13][C:14]3[CH:15]=[CH:16][CH:17]=[CH:18][CH:19]=3)[CH:11]=2)[C:6]([OH:20])=[C:5]([C:21]([NH:23][C@H:24]([CH2:31][C:32]2[CH:37]=[CH:36][CH:35]=[CH:34][CH:33]=2)[C@@H:25]([OH:30])[C:26]([OH:28])=[O:27])=[O:22])[N:4]=1)#[N:2]. (3) Given the reactants [S:1]1[C:13]2[N:5]([C:6]3[C:11]([N:12]=2)=[CH:10][CH:9]=[C:8]([CH2:14][OH:15])[CH:7]=3)[CH2:4][CH2:3][CH2:2]1, predict the reaction product. The product is: [S:1]1[C:13]2[N:5]([C:6]3[C:11]([N:12]=2)=[CH:10][CH:9]=[C:8]([CH:14]=[O:15])[CH:7]=3)[CH2:4][CH2:3][CH2:2]1. (4) Given the reactants [NH2:1][CH2:2][CH:3]([NH:12][S:13]([C:16]1[CH:22]=[CH:21][C:19]([CH3:20])=[CH:18][CH:17]=1)(=[O:15])=[O:14])[CH2:4][C:5]1([OH:11])[CH2:10][CH2:9][CH2:8][CH2:7][CH2:6]1.C([O-])([O-])=O.[K+].[K+].[CH3:29][C:30]([O:33][C:34](O[C:34]([O:33][C:30]([CH3:32])([CH3:31])[CH3:29])=[O:35])=[O:35])([CH3:32])[CH3:31], predict the reaction product. The product is: [OH:11][C:5]1([CH2:4][CH:3]([NH:12][S:13]([C:16]2[CH:22]=[CH:21][C:19]([CH3:20])=[CH:18][CH:17]=2)(=[O:15])=[O:14])[CH2:2][NH:1][C:34](=[O:35])[O:33][C:30]([CH3:32])([CH3:31])[CH3:29])[CH2:10][CH2:9][CH2:8][CH2:7][CH2:6]1. (5) Given the reactants [Cl:1][C:2]1[CH:3]=[CH:4][C:5]([O:15][CH2:16][C:17]2[CH:22]=[CH:21][CH:20]=[CH:19][CH:18]=2)=[C:6]([C:8](=O)[CH2:9][CH2:10][C:11](=O)[CH3:12])[CH:7]=1.[CH3:23][O:24][C:25](=[O:33])[C:26]1[CH:31]=[CH:30][C:29]([NH2:32])=[CH:28][CH:27]=1.CC1C=CC(S(O)(=O)=O)=CC=1, predict the reaction product. The product is: [CH3:23][O:24][C:25](=[O:33])[C:26]1[CH:31]=[CH:30][C:29]([N:32]2[C:11]([CH3:12])=[CH:10][CH:9]=[C:8]2[C:6]2[CH:7]=[C:2]([Cl:1])[CH:3]=[CH:4][C:5]=2[O:15][CH2:16][C:17]2[CH:22]=[CH:21][CH:20]=[CH:19][CH:18]=2)=[CH:28][CH:27]=1. (6) Given the reactants [C:1]([C:3]1[CH:4]=[C:5]([C:22]2[N:27]=[CH:26][N:25]=[C:24]([NH:28][C:29]3[CH:34]=[CH:33][C:32]([N:35]4[CH2:40][CH2:39][O:38][CH:37]([C:41]([NH2:43])=[O:42])[CH2:36]4)=[CH:31][CH:30]=3)[N:23]=2)[CH:6]=[CH:7][C:8]=1[O:9][C@H:10]1[CH2:15][CH2:14][N:13]([C:16](=[O:20])[C@@H:17]([OH:19])[CH3:18])[CH2:12][C@H:11]1[F:21])#[N:2], predict the reaction product. The product is: [C:1]([C:3]1[CH:4]=[C:5]([C:22]2[N:27]=[CH:26][N:25]=[C:24]([NH:28][C:29]3[CH:30]=[CH:31][C:32]([N:35]4[CH2:40][CH2:39][O:38][C@H:37]([C:41]([NH2:43])=[O:42])[CH2:36]4)=[CH:33][CH:34]=3)[N:23]=2)[CH:6]=[CH:7][C:8]=1[O:9][C@H:10]1[CH2:15][CH2:14][N:13]([C:16](=[O:20])[C@@H:17]([OH:19])[CH3:18])[CH2:12][C@H:11]1[F:21])#[N:2]. (7) Given the reactants [C:1]([O:5][C:6]([N:8]1[CH2:14][CH2:13][C:12](=O)[CH:11]([NH:16][C:17]([C:19]2[S:20][C:21]3[C:27]([N:28]4[CH2:33][CH2:32][O:31][CH2:30][CH2:29]4)=[CH:26][CH:25]=[C:24]([O:34][CH3:35])[C:22]=3[N:23]=2)=O)[CH2:10][CH2:9]1)=[O:7])([CH3:4])([CH3:3])[CH3:2].C([O-])(=O)C.[NH4+:40].C(=O)(O)[O-].[Na+], predict the reaction product. The product is: [C:1]([O:5][C:6]([N:8]1[CH2:14][CH2:13][C:12]2[N:40]=[C:17]([C:19]3[S:20][C:21]4[C:27]([N:28]5[CH2:29][CH2:30][O:31][CH2:32][CH2:33]5)=[CH:26][CH:25]=[C:24]([O:34][CH3:35])[C:22]=4[N:23]=3)[NH:16][C:11]=2[CH2:10][CH2:9]1)=[O:7])([CH3:4])([CH3:2])[CH3:3].